Dataset: Full USPTO retrosynthesis dataset with 1.9M reactions from patents (1976-2016). Task: Predict the reactants needed to synthesize the given product. (1) Given the product [CH:1]([CH:3]1[CH2:9][CH:8]2[N:10]([C:11]([O:13][C:14]([CH3:17])([CH3:16])[CH3:15])=[O:12])[CH:5]([CH2:6][CH2:7]2)[CH2:4]1)=[O:28], predict the reactants needed to synthesize it. The reactants are: [C:1]([CH:3]1[CH2:9][CH:8]2[N:10]([C:11]([O:13][C:14]([CH3:17])([CH3:16])[CH3:15])=[O:12])[CH:5]([CH2:6][CH2:7]2)[CH2:4]1)#N.[H-].C([Al+]CC(C)C)C(C)C.[O:28]1CCCC1. (2) Given the product [F:21][C:22]1[CH:30]=[CH:29][C:25]([CH2:26][CH2:27][NH:28][CH2:1][C:3]2[CH:18]=[CH:17][C:6]([O:7][C:8]3[N:9]=[CH:10][C:11]([C:14]([NH2:16])=[O:15])=[N:12][CH:13]=3)=[C:5]([O:19][CH3:20])[CH:4]=2)=[CH:24][CH:23]=1, predict the reactants needed to synthesize it. The reactants are: [CH:1]([C:3]1[CH:18]=[CH:17][C:6]([O:7][C:8]2[N:9]=[CH:10][C:11]([C:14]([NH2:16])=[O:15])=[N:12][CH:13]=2)=[C:5]([O:19][CH3:20])[CH:4]=1)=O.[F:21][C:22]1[CH:30]=[CH:29][C:25]([CH2:26][CH2:27][NH2:28])=[CH:24][CH:23]=1.[BH4-].[Na+]. (3) Given the product [Cl:1][C:2]1[N:6]2[CH:7]=[CH:8][CH:9]=[C:10]([C:11]([F:12])([F:13])[F:14])[C:5]2=[N:4][C:3]=1[C:15]([N:27]1[CH2:28][CH2:29][CH:30]([N:33]2[CH2:37][CH2:36][O:35][C:34]2=[O:38])[CH2:31][CH2:32]1)=[O:17], predict the reactants needed to synthesize it. The reactants are: [Cl:1][C:2]1[N:6]2[CH:7]=[CH:8][CH:9]=[C:10]([C:11]([F:14])([F:13])[F:12])[C:5]2=[N:4][C:3]=1[C:15]([OH:17])=O.C(N(C(C)C)C(C)C)C.[NH:27]1[CH2:32][CH2:31][CH:30]([N:33]2[CH2:37][CH2:36][O:35][C:34]2=[O:38])[CH2:29][CH2:28]1.F[P-](F)(F)(F)(F)F.CN(C(ON1C2=NC=CC=C2N=N1)=[N+](C)C)C. (4) Given the product [OH:6][C@@H:5]([C:7]1[N:8]=[CH:9][C:10]([NH:13][C:14](=[O:38])[C@@H:15]([N:20]2[CH2:24][C:23]([O:25][C:26]3[C:31]([F:32])=[CH:30][CH:29]=[C:28]([O:33][CH2:34][CH3:35])[C:27]=3[F:36])=[CH:22][C:21]2=[O:37])[CH2:16][CH:17]([CH3:18])[CH3:19])=[N:11][CH:12]=1)[CH2:4][OH:3], predict the reactants needed to synthesize it. The reactants are: CC1(C)[O:6][C@@H:5]([C:7]2[N:8]=[CH:9][C:10]([NH:13][C:14](=[O:38])[C@@H:15]([N:20]3[CH2:24][C:23]([O:25][C:26]4[C:31]([F:32])=[CH:30][CH:29]=[C:28]([O:33][CH2:34][CH3:35])[C:27]=4[F:36])=[CH:22][C:21]3=[O:37])[CH2:16][CH:17]([CH3:19])[CH3:18])=[N:11][CH:12]=2)[CH2:4][O:3]1.Cl. (5) Given the product [CH2:1]([O:8][N:9]1[C:10](=[O:28])[C:11]2[C:12](=[CH:13][C:14]([F:18])=[C:15]([F:17])[CH:16]=2)[N:19]([C:20]2[CH:25]=[CH:24][C:23]([F:26])=[CH:22][C:21]=2[F:27])[C:29]1=[O:30])[C:2]1[CH:7]=[CH:6][CH:5]=[CH:4][CH:3]=1, predict the reactants needed to synthesize it. The reactants are: [CH2:1]([O:8][NH:9][C:10](=[O:28])[C:11]1[CH:16]=[C:15]([F:17])[C:14]([F:18])=[CH:13][C:12]=1[NH:19][C:20]1[CH:25]=[CH:24][C:23]([F:26])=[CH:22][C:21]=1[F:27])[C:2]1[CH:7]=[CH:6][CH:5]=[CH:4][CH:3]=1.[C:29](N1C=CN=C1)(N1C=CN=C1)=[O:30]. (6) Given the product [CH3:22][C:21]1[C:16]([N:13]2[CH2:14][CH2:15][N:10]([C:8]([C:5]3[N:6]=[CH:7][C:2]([N:29]4[CH:25]([CH3:24])[CH2:26][CH2:27][C:28]4=[O:30])=[N:3][CH:4]=3)=[O:9])[CH2:11][CH2:12]2)=[N:17][CH:18]=[C:19]([CH3:23])[CH:20]=1, predict the reactants needed to synthesize it. The reactants are: Br[C:2]1[N:3]=[CH:4][C:5]([C:8]([N:10]2[CH2:15][CH2:14][N:13]([C:16]3[C:21]([CH3:22])=[CH:20][C:19]([CH3:23])=[CH:18][N:17]=3)[CH2:12][CH2:11]2)=[O:9])=[N:6][CH:7]=1.[CH3:24][CH:25]1[NH:29][C:28](=[O:30])[CH2:27][CH2:26]1. (7) Given the product [O:18]([Si:17]([O:16][Si:15]([C:11]([CH3:12])([CH3:14])[CH3:13])([CH3:35])[CH3:34])([CH3:26])[CH2:27][CH2:30][CH2:31][O:32][CH2:33][CH:36]([OH:38])[CH2:37][NH:1][CH2:2][CH2:3][O:4][CH2:5][CH2:6][O:7][CH2:8][CH2:9][OH:10])[Si:19]([C:22]([CH3:25])([CH3:23])[CH3:24])([CH3:20])[CH3:21], predict the reactants needed to synthesize it. The reactants are: [NH2:1][CH2:2][CH2:3][O:4][CH2:5][CH2:6][O:7][CH2:8][CH2:9][OH:10].[C:11]([Si:15]([CH3:35])([CH3:34])[O:16][Si:17]([CH:27]([CH2:30][CH:31]1[CH2:33][O:32]1)CC)([CH3:26])[O:18][Si:19]([C:22]([CH3:25])([CH3:24])[CH3:23])([CH3:21])[CH3:20])([CH3:14])([CH3:13])[CH3:12].[CH2:36]([OH:38])[CH3:37]. (8) Given the product [C:1]([O:5][C:6](=[O:20])[NH:7][C:8]1[CH:13]=[C:12]([CH3:14])[C:11]([C:15]([F:18])([F:17])[F:16])=[CH:10][C:9]=1[NH:19][C:26](=[O:25])[CH2:27][C:28](=[O:41])[C:29]1[CH:34]=[CH:33][CH:32]=[C:31]([C:35]2[CH:36]=[N:37][CH:38]=[CH:39][CH:40]=2)[CH:30]=1)([CH3:4])([CH3:2])[CH3:3], predict the reactants needed to synthesize it. The reactants are: [C:1]([O:5][C:6](=[O:20])[NH:7][C:8]1[CH:13]=[C:12]([CH3:14])[C:11]([C:15]([F:18])([F:17])[F:16])=[CH:10][C:9]=1[NH2:19])([CH3:4])([CH3:3])[CH3:2].C([O:25][C:26](=O)[CH2:27][C:28](=[O:41])[C:29]1[CH:34]=[CH:33][CH:32]=[C:31]([C:35]2[CH:36]=[N:37][CH:38]=[CH:39][CH:40]=2)[CH:30]=1)(C)(C)C. (9) Given the product [C:14]([OH:17])(=[O:16])[CH3:15].[C:18]([OH:21])(=[O:20])[CH3:19].[CH3:49][C:46]1[C:47]([OH:48])=[C:42]([CH2:22][CH2:23][C:24]([CH3:25])([NH:8][C:1](=[O:10])[C:2]2[CH:7]=[CH:6][CH:5]=[CH:4][CH:3]=2)[CH2:26][CH2:27][CH2:28][CH:29]([CH3:30])[CH2:31][CH2:32][CH2:33][CH:34]([CH3:35])[CH2:36][CH2:37][CH2:38][CH:39]([CH3:40])[CH3:41])[C:43]([CH3:52])=[C:44]([OH:51])[C:45]=1[CH3:50], predict the reactants needed to synthesize it. The reactants are: [C:1](#[N:8])[C:2]1[CH:7]=[CH:6][CH:5]=[CH:4][CH:3]=1.S(=O)(=O)(O)[OH:10].[C:14]([OH:17])(=[O:16])[CH3:15].[C:18]([OH:21])(=[O:20])[CH3:19].[CH2:22]([C:42]1[C:47]([OH:48])=[C:46]([CH3:49])[C:45]([CH3:50])=[C:44]([OH:51])[C:43]=1[CH3:52])/[CH:23]=[C:24](/[CH2:26][CH2:27][CH2:28][C@@H:29]([CH2:31][CH2:32][CH2:33][C@@H:34]([CH2:36][CH2:37][CH2:38][CH:39]([CH3:41])[CH3:40])[CH3:35])[CH3:30])\[CH3:25].